Task: Predict the reactants needed to synthesize the given product.. Dataset: Full USPTO retrosynthesis dataset with 1.9M reactions from patents (1976-2016) (1) Given the product [Cl:19][C:20]1[C:29]([CH:31]=[O:32])=[CH:28][C:27]2[C:22](=[C:23]([Cl:30])[CH:24]=[CH:25][CH:26]=2)[N:21]=1, predict the reactants needed to synthesize it. The reactants are: C([Li])CCC.CCCCCC.C(NC(C)C)(C)C.[Cl:19][C:20]1[CH:29]=[CH:28][C:27]2[C:22](=[C:23]([Cl:30])[CH:24]=[CH:25][CH:26]=2)[N:21]=1.[CH:31](OCC)=[O:32].[Cl-].[NH4+]. (2) The reactants are: [N:1]12[CH2:8][CH2:7][CH:4]([CH2:5][CH2:6]1)[CH:3]([CH2:9][C:10]([OH:12])=O)[CH2:2]2.[CH3:13][O:14][C:15]1[CH:20]=[CH:19][CH:18]=[CH:17][C:16]=1[CH2:21][CH2:22][NH2:23]. Given the product [N:1]12[CH2:6][CH2:5][CH:4]([CH2:7][CH2:8]1)[CH:3]([CH2:9][C:10]([NH:23][CH2:22][CH2:21][C:16]1[CH:17]=[CH:18][CH:19]=[CH:20][C:15]=1[O:14][CH3:13])=[O:12])[CH2:2]2, predict the reactants needed to synthesize it.